From a dataset of TCR-epitope binding with 47,182 pairs between 192 epitopes and 23,139 TCRs. Binary Classification. Given a T-cell receptor sequence (or CDR3 region) and an epitope sequence, predict whether binding occurs between them. The epitope is HTTDPSFLGRY. The TCR CDR3 sequence is CASHSGYSNQPQHF. Result: 1 (the TCR binds to the epitope).